From a dataset of Catalyst prediction with 721,799 reactions and 888 catalyst types from USPTO. Predict which catalyst facilitates the given reaction. Reactant: C(=O)([O-])[O-].[Na+].[Na+].[CH:7]([C:10]1[CH:15]=[CH:14][C:13](B(O)O)=[CH:12][CH:11]=1)([CH3:9])[CH3:8].Br[C:20]1[C:21]([NH2:26])=[N:22][CH:23]=[CH:24][CH:25]=1.O. Product: [CH3:8][CH:7]([C:10]1[CH:15]=[CH:14][C:13]([C:20]2[C:21]([NH2:26])=[N:22][CH:23]=[CH:24][CH:25]=2)=[CH:12][CH:11]=1)[CH3:9]. The catalyst class is: 104.